Dataset: Catalyst prediction with 721,799 reactions and 888 catalyst types from USPTO. Task: Predict which catalyst facilitates the given reaction. (1) Reactant: C(N)(C)(C)C.[CH3:6][C@@H:7]([CH2:11][C:12]1[CH:17]=[CH:16][CH:15]=[CH:14][CH:13]=1)[C:8]([OH:10])=[O:9].C(=O)=O.C1(/C(=C\C2C=CC=CC=2)/C(O)=O)C=CC=CC=1. Product: [CH3:6][C@H:7]([CH2:11][C:12]1[CH:17]=[CH:16][CH:15]=[CH:14][CH:13]=1)[C:8]([OH:10])=[O:9]. The catalyst class is: 5. (2) Reactant: [Li+].CC([N-]C(C)C)C.C(NC(C)C)(C)C.[Li]CCCC.[CH3:21][N:22]1[CH:26]=[CH:25][C:24]([CH3:27])=[N:23]1.CN1C(C)=CC=N1.[CH2:35]([Sn:39](Cl)([CH2:44][CH2:45][CH2:46][CH3:47])[CH2:40][CH2:41][CH2:42][CH3:43])[CH2:36][CH2:37][CH3:38]. Product: [CH3:21][N:22]1[C:26]([Sn:39]([CH2:40][CH2:41][CH2:42][CH3:43])([CH2:44][CH2:45][CH2:46][CH3:47])[CH2:35][CH2:36][CH2:37][CH3:38])=[CH:25][C:24]([CH3:27])=[N:23]1. The catalyst class is: 20. (3) Reactant: [F:1][C:2]1[CH:3]=[C:4]([CH:7]=[C:8]([B:10]2[O:14][C:13]([CH3:16])([CH3:15])[C:12]([CH3:18])([CH3:17])[O:11]2)[CH:9]=1)[C:5]#[N:6].[N:19]([Si](C)(C)C)=[N+:20]=[N-:21].C([Sn](=O)CCCC)CCC. Product: [F:1][C:2]1[CH:3]=[C:4]([C:5]2[NH:21][N:20]=[N:19][N:6]=2)[CH:7]=[C:8]([B:10]2[O:14][C:13]([CH3:16])([CH3:15])[C:12]([CH3:18])([CH3:17])[O:11]2)[CH:9]=1. The catalyst class is: 57. (4) Reactant: [F:11][C:10]([F:13])([F:12])[S:7](O[S:7]([C:10]([F:13])([F:12])[F:11])(=[O:9])=[O:8])(=[O:9])=[O:8].[NH2:16][CH2:17][CH2:18][C:19]1[N:20]=[C:21]([NH:24][S:25]([C:28]2[CH:33]=[CH:32][CH:31]=[C:30]([Cl:34])[C:29]=2[CH3:35])(=[O:27])=[O:26])[S:22][CH:23]=1. Product: [Cl:34][C:30]1[C:29]([CH3:35])=[C:28]([S:25]([NH:24][C:21]2[S:22][CH:23]=[C:19]([CH2:18][CH2:17][NH:16][S:7]([C:10]([F:11])([F:12])[F:13])(=[O:8])=[O:9])[N:20]=2)(=[O:26])=[O:27])[CH:33]=[CH:32][CH:31]=1. The catalyst class is: 2. (5) Reactant: [CH:1]1[C:10]2[C:5](=[CH:6][CH:7]=[C:8](O)[CH:9]=2)[CH:4]=[CH:3][C:2]=1[OH:12].C([NH2:15])=O.S([O-])([O-])=O.[Na+].[Na+]. Product: [NH2:15][C:8]1[CH:9]=[C:10]2[C:5]([CH:4]=[CH:3][C:2]([OH:12])=[CH:1]2)=[CH:6][CH:7]=1. The catalyst class is: 6. (6) Reactant: C(OC([N:8]1[CH2:13][CH2:12][N:11]([C:14]2[CH:19]=[CH:18][C:17]([C:20]3[CH:21]=[N:22][CH:23]=[CH:24][CH:25]=3)=[CH:16][CH:15]=2)[CH2:10][CH2:9]1)=O)(C)(C)C.Cl. Product: [N:22]1[CH:23]=[CH:24][CH:25]=[C:20]([C:17]2[CH:16]=[CH:15][C:14]([N:11]3[CH2:12][CH2:13][NH:8][CH2:9][CH2:10]3)=[CH:19][CH:18]=2)[CH:21]=1. The catalyst class is: 295. (7) Reactant: [CH3:1][O:2][C:3]1[CH:12]=[C:11]2[C:6]([CH:7]=[C:8]([CH:30]=[CH2:31])[C:9]([O:13][C@H:14]3[CH2:18][N:17](C(OC(C)(C)C)=O)[C@H:16]([C:26]([O:28][CH3:29])=[O:27])[CH2:15]3)=[N:10]2)=[CH:5][CH:4]=1.[ClH:32]. Product: [ClH:32].[CH3:1][O:2][C:3]1[CH:12]=[C:11]2[C:6]([CH:7]=[C:8]([CH:30]=[CH2:31])[C:9]([O:13][C@H:14]3[CH2:18][NH:17][C@H:16]([C:26]([O:28][CH3:29])=[O:27])[CH2:15]3)=[N:10]2)=[CH:5][CH:4]=1. The catalyst class is: 12.